Dataset: Forward reaction prediction with 1.9M reactions from USPTO patents (1976-2016). Task: Predict the product of the given reaction. (1) Given the reactants [Cl:1][C:2]1[CH:7]=[CH:6][CH:5]=[CH:4][C:3]=1[C:8]1[C:9]([C:16]2[CH:21]=[CH:20][C:19]([Cl:22])=[CH:18][CH:17]=2)=[CH:10][C:11]([NH:14][NH2:15])=[N:12][CH:13]=1.[CH3:23][C:24]1[C:29]([CH2:30][C:31](O)=[O:32])=[CH:28][CH:27]=[C:26]([C:34]([F:37])([F:36])[F:35])[N:25]=1.ClC1C=CC=CC=1C1N=NC(NNC(=O)CC2C=CC(C(F)(F)F)=CC=2)=CC=1C1C=CC(Cl)=CC=1, predict the reaction product. The product is: [Cl:1][C:2]1[CH:7]=[CH:6][CH:5]=[CH:4][C:3]=1[C:8]1[C:9]([C:16]2[CH:21]=[CH:20][C:19]([Cl:22])=[CH:18][CH:17]=2)=[CH:10][C:11]([NH:14][NH:15][C:31](=[O:32])[CH2:30][C:29]2[C:24]([CH3:23])=[N:25][C:26]([C:34]([F:35])([F:37])[F:36])=[CH:27][CH:28]=2)=[N:12][CH:13]=1. (2) Given the reactants C(C1C=C(N[CH:11](C2C=CC(OC)=C(OC)C=2)[C:12]([OH:14])=[O:13])C=CC=1)(=O)N.[NH2:25][C:26]1[CH:27]=[C:28]([CH:32]=[CH:33][C:34]=1[F:35])[C:29]([NH2:31])=[O:30].[CH2:36]([O:38][C:39]1[CH:40]=[C:41](B(O)O)[CH:42]=[CH:43][C:44]=1[F:45])[CH3:37].O.C(O)(=O)C=O, predict the reaction product. The product is: [C:29]([C:28]1[CH:32]=[CH:33][C:34]([F:35])=[C:26]([NH:25][CH:11]([C:41]2[CH:42]=[CH:43][C:44]([F:45])=[C:39]([O:38][CH2:36][CH3:37])[CH:40]=2)[C:12]([OH:14])=[O:13])[CH:27]=1)(=[O:30])[NH2:31]. (3) Given the reactants [CH3:1][O:2][C:3]1[CH:4]=[C:5]2[C:10](=[CH:11][CH:12]=1)[CH:9]=[N:8][CH:7]=[CH:6]2.C1C=C([Cl:19])C=C(C(OO)=[O:21])C=1.Cl, predict the reaction product. The product is: [ClH:19].[CH3:1][O:2][C:3]1[CH:4]=[C:5]2[C:10](=[CH:11][CH:12]=1)[CH:9]=[N+:8]([O-:21])[CH:7]=[CH:6]2.